Task: Predict the product of the given reaction.. Dataset: Forward reaction prediction with 1.9M reactions from USPTO patents (1976-2016) (1) Given the reactants [CH:1]([C:3]1[CH:4]=[C:5]([CH3:22])[CH:6]=[C:7]2[C:12]=1[O:11][CH:10]([C:13]([F:16])([F:15])[F:14])[C:9]([C:17]([O:19][CH2:20][CH3:21])=[O:18])=[CH:8]2)=[O:2].[C:23](=O)=O.CC(C)=O.C[Mg]Br, predict the reaction product. The product is: [OH:2][CH:1]([C:3]1[CH:4]=[C:5]([CH3:22])[CH:6]=[C:7]2[C:12]=1[O:11][CH:10]([C:13]([F:16])([F:14])[F:15])[C:9]([C:17]([O:19][CH2:20][CH3:21])=[O:18])=[CH:8]2)[CH3:23]. (2) Given the reactants C1COCC1.[CH3:6][N:7]1[CH:12]=[C:11]([O:13][CH2:14][O:15][CH3:16])[C:10]([C@@H:17]2[CH2:22][CH2:21][N:20]([C:23]([O:25][C:26]([CH3:29])([CH3:28])[CH3:27])=[O:24])[CH2:19][C@H:18]2[C:30]([O:32]CC)=[O:31])=[CH:9][C:8]1=[O:35].[OH-].[Li+], predict the reaction product. The product is: [CH3:29][C:26]([O:25][C:23]([N:20]1[CH2:21][CH2:22][C@@H:17]([C:10]2[C:11]([O:13][CH2:14][O:15][CH3:16])=[CH:12][N:7]([CH3:6])[C:8](=[O:35])[CH:9]=2)[C@H:18]([C:30]([OH:32])=[O:31])[CH2:19]1)=[O:24])([CH3:27])[CH3:28].